From a dataset of Forward reaction prediction with 1.9M reactions from USPTO patents (1976-2016). Predict the product of the given reaction. (1) Given the reactants [CH3:1][C:2]([Si:5]([CH3:44])([CH3:43])[N:6]1[C:14]2[C:9](=[C:10]([C:15]3[CH:23]=[C:22]4[C:18]([CH:19]=[N:20][N:21]4[S:24]([C:27]4[CH:32]=[CH:31][CH:30]=[CH:29][CH:28]=4)(=[O:26])=[O:25])=[C:17]([C:33]4[O:34][C:35]([C:38](OCC)=[O:39])=[CH:36][N:37]=4)[CH:16]=3)[CH:11]=[CH:12][CH:13]=2)[CH:8]=[CH:7]1)([CH3:4])[CH3:3].ClC1C=C2C(C=NN2S(C2C=CC=CC=2)(=O)=O)=C(C2OC(C(OCC)=O)=CN=2)C=1.[H-].C([Al+]CC(C)C)C(C)C.[Cl-].[NH4+], predict the reaction product. The product is: [CH3:4][C:2]([Si:5]([CH3:44])([CH3:43])[N:6]1[C:14]2[C:9](=[C:10]([C:15]3[CH:23]=[C:22]4[C:18]([CH:19]=[N:20][N:21]4[S:24]([C:27]4[CH:32]=[CH:31][CH:30]=[CH:29][CH:28]=4)(=[O:26])=[O:25])=[C:17]([C:33]4[O:34][C:35]([CH2:38][OH:39])=[CH:36][N:37]=4)[CH:16]=3)[CH:11]=[CH:12][CH:13]=2)[CH:8]=[CH:7]1)([CH3:1])[CH3:3]. (2) Given the reactants [F:1][C:2]1[CH:3]=[C:4]([CH:7]=[C:8]([F:11])[C:9]=1[F:10])[CH:5]=[O:6].O.[BH4-].[Na+].Cl, predict the reaction product. The product is: [F:1][C:2]1[CH:3]=[C:4]([CH:7]=[C:8]([F:11])[C:9]=1[F:10])[CH2:5][OH:6]. (3) Given the reactants Cl[C:2]1[N:6]([C:7]2[CH:8]=[C:9]([CH:15]=[CH:16][CH:17]=2)[C:10]([O:12][CH2:13]C)=[O:11])[C:5]2[CH:18]=[CH:19][C:20]([C:22]([F:25])([F:24])[F:23])=[CH:21][C:4]=2[N:3]=1.[CH3:26][OH:27].C[O-].[Na+], predict the reaction product. The product is: [CH3:26][O:27][C:2]1[N:6]([C:7]2[CH:8]=[C:9]([CH:15]=[CH:16][CH:17]=2)[C:10]([O:12][CH3:13])=[O:11])[C:5]2[CH:18]=[CH:19][C:20]([C:22]([F:23])([F:25])[F:24])=[CH:21][C:4]=2[N:3]=1.